Predict the reactants needed to synthesize the given product. From a dataset of Full USPTO retrosynthesis dataset with 1.9M reactions from patents (1976-2016). Given the product [CH3:1][N:2]([CH2:13][C:14]1[NH:18][C:17]2[CH:19]=[CH:20][CH:21]=[C:22]([N:23]3[CH2:30][C@@H:29]4[CH2:31][C@H:25]([CH2:26][N:27]([CH3:32])[CH2:28]4)[CH2:24]3)[C:16]=2[N:15]=1)[C@@H:3]1[C:12]2[N:11]=[CH:10][CH:9]=[CH:8][C:7]=2[CH2:6][CH2:5][CH2:4]1, predict the reactants needed to synthesize it. The reactants are: [CH3:1][N:2]([CH2:13][C:14]1[NH:18][C:17]2[CH:19]=[CH:20][CH:21]=[C:22]([N:23]3[CH2:30][C@@H:29]4[CH2:31][C@H:25]([CH2:26][N:27]([C:32](OC(C)(C)C)=O)[CH2:28]4)[CH2:24]3)[C:16]=2[N:15]=1)[C@@H:3]1[C:12]2[N:11]=[CH:10][CH:9]=[CH:8][C:7]=2[CH2:6][CH2:5][CH2:4]1.FC(F)(F)C(O)=O.ClC(Cl)C.C=O.C(O)(=O)C.C(O[BH-](OC(=O)C)OC(=O)C)(=O)C.[Na+].C([O-])(O)=O.[Na+].